This data is from Full USPTO retrosynthesis dataset with 1.9M reactions from patents (1976-2016). The task is: Predict the reactants needed to synthesize the given product. (1) Given the product [CH3:1][C:2]1[CH:6]=[C:5]([CH3:7])[N:4]([C:8]2[N:16]=[C:15]3[C:11]([N:12]=[CH:13][N:14]3[CH3:17])=[C:10]([NH:18][C:19]3[CH:20]=[CH:21][C:22]([NH2:25])=[CH:23][CH:24]=3)[N:9]=2)[N:3]=1, predict the reactants needed to synthesize it. The reactants are: [CH3:1][C:2]1[CH:6]=[C:5]([CH3:7])[N:4]([C:8]2[N:16]=[C:15]3[C:11]([N:12]=[CH:13][N:14]3[CH3:17])=[C:10]([NH:18][C:19]3[CH:24]=[CH:23][C:22]([N+:25]([O-])=O)=[CH:21][CH:20]=3)[N:9]=2)[N:3]=1. (2) Given the product [CH3:15][C@H:3]1[C@H:2]([O:1][C:19]2[CH:24]=[CH:23][C:22]([C:25]([F:28])([F:27])[F:26])=[CH:21][N:20]=2)[CH2:7][CH2:6][CH2:5][N:4]1[C:8]([O:10][C:11]([CH3:14])([CH3:13])[CH3:12])=[O:9], predict the reactants needed to synthesize it. The reactants are: [OH:1][C@@H:2]1[CH2:7][CH2:6][CH2:5][N:4]([C:8]([O:10][C:11]([CH3:14])([CH3:13])[CH3:12])=[O:9])[C@H:3]1[CH3:15].[H-].[Na+].Cl[C:19]1[CH:24]=[CH:23][C:22]([C:25]([F:28])([F:27])[F:26])=[CH:21][N:20]=1. (3) Given the product [CH3:29][O:30][C:31]1[CH:32]=[C:33]([CH:57]=[CH:58][CH:59]=1)[CH2:34][CH2:35][N:36]1[C:44]2[C:39](=[CH:40][CH:41]=[CH:42][C:43]=2[CH2:45][CH2:46][C:47]2[CH:48]=[CH:49][C:50]([C:51]([OH:53])=[O:52])=[CH:55][CH:56]=2)[CH2:38][CH2:37]1, predict the reactants needed to synthesize it. The reactants are: FC1C=C(C=CC=1)CN1C2C(=CC=CC=2CCC2C=CC(C(O)=O)=CC=2)CC1.[CH3:29][O:30][C:31]1[CH:32]=[C:33]([CH:57]=[CH:58][CH:59]=1)[CH2:34][CH2:35][N:36]1[C:44]2[C:39](=[CH:40][CH:41]=[CH:42][C:43]=2[CH2:45][CH2:46][C:47]2[CH:56]=[CH:55][C:50]([C:51]([O:53]C)=[O:52])=[CH:49][CH:48]=2)[CH2:38][CH2:37]1.[Li+].[OH-]. (4) Given the product [Cl:1][C:2]1[CH:3]=[C:4]([NH:9][C:10]2[C:19]3[C:14](=[CH:15][C:16]([O:32][CH3:33])=[C:17]([O:20][CH2:21][CH2:22][CH2:23][N:24]4[CH2:28][CH2:27][CH:26]5[CH2:29][N:30]([C:41](=[O:43])[CH3:42])[CH2:31][CH:25]45)[CH:18]=3)[N:13]=[CH:12][N:11]=2)[CH:5]=[CH:6][C:7]=1[F:8], predict the reactants needed to synthesize it. The reactants are: [Cl:1][C:2]1[CH:3]=[C:4]([NH:9][C:10]2[C:19]3[C:14](=[CH:15][C:16]([O:32][CH3:33])=[C:17]([O:20][CH2:21][CH2:22][CH2:23][N:24]4[CH2:28][CH2:27][CH:26]5[CH2:29][NH:30][CH2:31][CH:25]45)[CH:18]=3)[N:13]=[CH:12][N:11]=2)[CH:5]=[CH:6][C:7]=1[F:8].CCN(CC)CC.[C:41](Cl)(=[O:43])[CH3:42]. (5) Given the product [CH3:31][N:26]1[C:25](=[O:32])[C:24]2[C:29](=[CH:30][C:21]([O:1][C:2]3[CH:3]=[C:4]([CH:9]=[C:10]([O:12][C@H:13]4[CH2:17][CH2:16][N:15]([CH3:18])[C:14]4=[O:19])[CH:11]=3)[C:5]([O:7][CH3:8])=[O:6])=[CH:22][CH:23]=2)[O:28][CH2:27]1, predict the reactants needed to synthesize it. The reactants are: [OH:1][C:2]1[CH:3]=[C:4]([CH:9]=[C:10]([O:12][C@H:13]2[CH2:17][CH2:16][N:15]([CH3:18])[C:14]2=[O:19])[CH:11]=1)[C:5]([O:7][CH3:8])=[O:6].F[C:21]1[CH:30]=[C:29]2[C:24]([C:25](=[O:32])[N:26]([CH3:31])[CH2:27][O:28]2)=[CH:23][CH:22]=1.C(=O)([O-])[O-].[K+].[K+].